Predict the reactants needed to synthesize the given product. From a dataset of Full USPTO retrosynthesis dataset with 1.9M reactions from patents (1976-2016). (1) Given the product [CH3:26][C@@:4]([N:5]([CH2:6][C:7]1[CH:8]=[CH:9][CH:10]=[CH:11][CH:12]=1)[CH2:13][C:14]1[CH:19]=[CH:18][CH:17]=[CH:16][CH:15]=1)([CH2:20][O:21][CH3:22])[C:3]([OH:2])=[O:23], predict the reactants needed to synthesize it. The reactants are: C[O:2][C:3](=[O:23])[C@@H:4]([CH2:20][O:21][CH3:22])[N:5]([CH2:13][C:14]1[CH:19]=[CH:18][CH:17]=[CH:16][CH:15]=1)[CH2:6][C:7]1[CH:12]=[CH:11][CH:10]=[CH:9][CH:8]=1.[OH-].[Li+].[CH3:26]O. (2) Given the product [C:1]([C:3]1([NH:6][C:7]([C@@H:9]2[CH2:13][C@@H:12]([S:14]([C:17]3[CH:22]=[CH:21][C:20]([O:37][CH2:36][C:35]([F:39])([F:38])[F:34])=[CH:19][C:18]=3[Cl:24])(=[O:15])=[O:16])[CH2:11][C@H:10]2[C:25]([N:27]2[CH2:31][CH2:30][C:29]([F:33])([F:32])[CH2:28]2)=[O:26])=[O:8])[CH2:4][CH2:5]1)#[N:2], predict the reactants needed to synthesize it. The reactants are: [C:1]([C:3]1([NH:6][C:7]([C@@H:9]2[CH2:13][C@@H:12]([S:14]([C:17]3[CH:22]=[CH:21][C:20](F)=[CH:19][C:18]=3[Cl:24])(=[O:16])=[O:15])[CH2:11][C@H:10]2[C:25]([N:27]2[CH2:31][CH2:30][C:29]([F:33])([F:32])[CH2:28]2)=[O:26])=[O:8])[CH2:5][CH2:4]1)#[N:2].[F:34][C:35]([F:39])([F:38])[CH2:36][OH:37]. (3) Given the product [CH3:3][O:4][C:5]1[CH:10]=[CH:9][CH:8]=[C:7]([S:11][CH3:12])[CH:6]=1, predict the reactants needed to synthesize it. The reactants are: CI.[CH3:3][O:4][C:5]1[CH:6]=[C:7]([SH:11])[CH:8]=[CH:9][CH:10]=1.[C:12](=O)([O-])[O-].[K+].[K+].